Predict the reactants needed to synthesize the given product. From a dataset of Full USPTO retrosynthesis dataset with 1.9M reactions from patents (1976-2016). (1) The reactants are: C(O[BH-](OC(=O)C)OC(=O)C)(=O)C.[Na+].FC(F)(F)C([O-])=O.[CH2:22]([O:24][C:25]([CH2:27][O:28][C:29]1[C:33]2[S:34][C:35]3[CH:36]=[C:37]([NH3+:41])[CH:38]=[CH:39][C:40]=3[C:32]=2[S:31][C:30]=1[C:42]([O:44][CH3:45])=[O:43])=[O:26])[CH3:23].[CH:46](=O)[C:47]1[CH:52]=[CH:51][CH:50]=[CH:49][CH:48]=1.C(O)(=O)C. Given the product [CH3:45][O:44][C:42]([C:30]1[S:31][C:32]2[C:40]3[CH:39]=[CH:38][C:37]([NH:41][CH2:46][C:47]4[CH:52]=[CH:51][CH:50]=[CH:49][CH:48]=4)=[CH:36][C:35]=3[S:34][C:33]=2[C:29]=1[O:28][CH2:27][C:25]([O:24][CH2:22][CH3:23])=[O:26])=[O:43], predict the reactants needed to synthesize it. (2) Given the product [Cl:18][C:19]1[CH:20]=[CH:21][C:22]([C:25]2[CH:26]=[CH:27][C:28]([C:2]#[C:1][C:3]3[CH:4]=[C:5]([CH3:17])[C:6]([NH:9][CH2:10][CH2:11][N:12]4[CH2:16][CH2:15][CH2:14][CH2:13]4)=[N:7][CH:8]=3)=[N:29][CH:30]=2)=[CH:23][CH:24]=1, predict the reactants needed to synthesize it. The reactants are: [C:1]([C:3]1[CH:4]=[C:5]([CH3:17])[C:6]([NH:9][CH2:10][CH2:11][N:12]2[CH2:16][CH2:15][CH2:14][CH2:13]2)=[N:7][CH:8]=1)#[CH:2].[Cl:18][C:19]1[CH:24]=[CH:23][C:22]([C:25]2[CH:26]=[CH:27][C:28](I)=[N:29][CH:30]=2)=[CH:21][CH:20]=1. (3) Given the product [CH2:9]([O:16][C:17]1[C:27]2[N:26]([CH2:5][CH3:6])[C:25](=[O:28])[C:24]([CH3:29])([CH3:30])[C:23](=[O:31])[N:22]([CH3:32])[C:21]=2[CH:20]=[CH:19][CH:18]=1)[C:10]1[CH:15]=[CH:14][CH:13]=[CH:12][CH:11]=1, predict the reactants needed to synthesize it. The reactants are: [H-].[Na+].CN(C)[C:5](=O)[CH3:6].[CH2:9]([O:16][C:17]1[C:27]2[NH:26][C:25](=[O:28])[C:24]([CH3:30])([CH3:29])[C:23](=[O:31])[N:22]([CH3:32])[C:21]=2[CH:20]=[CH:19][CH:18]=1)[C:10]1[CH:15]=[CH:14][CH:13]=[CH:12][CH:11]=1.C(I)C. (4) Given the product [Cl:13][C:14]1[CH:22]=[CH:21][C:17]([C:18]([NH:10][C:8]2[S:9][C:5]3[CH:4]=[C:3]([O:2][CH3:1])[CH:12]=[CH:11][C:6]=3[N:7]=2)=[O:19])=[CH:16][CH:15]=1, predict the reactants needed to synthesize it. The reactants are: [CH3:1][O:2][C:3]1[CH:12]=[CH:11][C:6]2[N:7]=[C:8]([NH2:10])[S:9][C:5]=2[CH:4]=1.[Cl:13][C:14]1[CH:22]=[CH:21][C:17]([C:18](Cl)=[O:19])=[CH:16][CH:15]=1.N1C=CC=CC=1. (5) The reactants are: [H-].[Na+].Cl[C:4]1[CH:5]=[C:6]([CH:10]=[C:11]([Cl:13])[N:12]=1)[C:7]([OH:9])=[O:8].[CH2:14]([OH:21])[C:15]1[CH:20]=[CH:19][CH:18]=[CH:17][CH:16]=1.I[CH2:23]I.[Cl-].[Na+]. Given the product [CH3:23][O:9][C:7](=[O:8])[C:6]1[CH:10]=[C:11]([Cl:13])[N:12]=[C:4]([O:21][CH2:14][C:15]2[CH:20]=[CH:19][CH:18]=[CH:17][CH:16]=2)[CH:5]=1, predict the reactants needed to synthesize it. (6) Given the product [NH:13]1[C:12]2[C:7](=[CH:8][CH:9]=[CH:10][CH:11]=2)[CH:6]=[CH:14]1, predict the reactants needed to synthesize it. The reactants are: [OH-].[Na+].BrC1C=[C:6]2[C:14](=CC=1)[N:13](C1C=CC([N+]([O-])=O)=CC=1C)[C:12]1[CH:11]=[CH:10][CH:9]=[C:8](C(O)=O)[C:7]2=1.O1CCOCC1.Cl.